Dataset: Forward reaction prediction with 1.9M reactions from USPTO patents (1976-2016). Task: Predict the product of the given reaction. (1) Given the reactants Cl.[NH2:2][C:3]1[C:8]([OH:9])=[CH:7][CH:6]=[CH:5][C:4]=1[OH:10].[C:11](OC)(OC)(OC)C, predict the reaction product. The product is: [O:9]1[C:8]2=[CH:7][CH:6]=[CH:5][C:4]([OH:10])=[C:3]2[N:2]=[CH:11]1. (2) Given the reactants [N:1]1([C:7]2[CH:17]=[CH:16][C:10]3[CH:11]=[CH:12][CH:13]=[CH:14]N[C:9]=3[CH:8]=2)[CH2:6][CH2:5][O:4][CH2:3][CH2:2]1.[C:18]([OH:27])(=[O:26])[C@@H:19]([C@H:21]([C:23]([OH:25])=[O:24])[OH:22])[OH:20].O, predict the reaction product. The product is: [C:23]([CH:21]([CH:19]([C:18]([OH:27])=[O:26])[OH:20])[OH:22])([OH:25])=[O:24].[CH3:8][C:7]1([CH3:17])[C:9]2[CH:8]=[C:7]([N:1]3[CH2:6][CH2:5][O:4][CH2:3][CH2:2]3)[CH:17]=[CH:16][C:10]=2[CH:11]([C:12]2[CH:23]=[CH:21][CH:19]=[CH:14][CH:13]=2)[CH2:3][CH2:2][NH:1]1. (3) Given the reactants Br[C:2]1[CH:7]=[CH:6][C:5]([C:8]([F:11])([F:10])[F:9])=[C:4]([CH3:12])[CH:3]=1.[CH3:13][C:14]1([CH3:30])[C:18]([CH3:20])([CH3:19])[O:17][B:16]([B:16]2[O:17][C:18]([CH3:20])([CH3:19])[C:14]([CH3:30])([CH3:13])[O:15]2)[O:15]1.C([O-])(=O)C.[K+], predict the reaction product. The product is: [CH3:13][C:14]1([CH3:30])[C:18]([CH3:20])([CH3:19])[O:17][B:16]([C:2]2[CH:7]=[CH:6][C:5]([C:8]([F:11])([F:10])[F:9])=[C:4]([CH3:12])[CH:3]=2)[O:15]1. (4) Given the reactants [Cl:1][C:2]1[CH:3]=[CH:4][C:5]2[N:9]=[C:8]([C@@H:10]3[CH2:14][C@H:13]([O:15][CH3:16])[CH2:12][N:11]3C(OC(C)(C)C)=O)[NH:7][C:6]=2[C:24]=1[CH3:25].Cl.CO, predict the reaction product. The product is: [ClH:1].[Cl:1][C:2]1[CH:3]=[CH:4][C:5]2[N:9]=[C:8]([C@@H:10]3[CH2:14][C@H:13]([O:15][CH3:16])[CH2:12][NH:11]3)[NH:7][C:6]=2[C:24]=1[CH3:25].